This data is from Full USPTO retrosynthesis dataset with 1.9M reactions from patents (1976-2016). The task is: Predict the reactants needed to synthesize the given product. (1) The reactants are: [C:1]([C:3]1[CH:4]=[CH:5][C:6]([O:12][CH3:13])=[C:7]([CH:11]=1)[C:8]([OH:10])=O)#[N:2].C(Cl)(=O)C(Cl)=O.[N:20]1([CH2:26][C:27]2[CH:41]=[CH:40][C:30]3[NH:31][C:32]([C:34]4[C:38]([NH2:39])=[CH:37][NH:36][N:35]=4)=[N:33][C:29]=3[CH:28]=2)[CH2:25][CH2:24][O:23][CH2:22][CH2:21]1.C(C1C=CC(OC)=C(C=1)C(Cl)=O)#N.C(N(C(C)C)CC)(C)C. Given the product [C:1]([C:3]1[CH:4]=[CH:5][C:6]([O:12][CH3:13])=[C:7]([CH:11]=1)[C:8]([NH:39][C:38]1[C:34]([C:32]2[NH:31][C:30]3[CH:40]=[CH:41][C:27]([CH2:26][N:20]4[CH2:21][CH2:22][O:23][CH2:24][CH2:25]4)=[CH:28][C:29]=3[N:33]=2)=[N:35][NH:36][CH:37]=1)=[O:10])#[N:2], predict the reactants needed to synthesize it. (2) Given the product [CH2:27]([O:26][C:24]([N:14]1[CH2:15][CH2:16][C:17](=[O:18])[N:8]2[C@@H:9]([CH2:34][CH:35]=[CH2:36])[CH2:10][CH2:11][C@H:12]2[CH2:13]1)=[O:25])[C:28]1[CH:33]=[CH:32][CH:31]=[CH:30][CH:29]=1, predict the reactants needed to synthesize it. The reactants are: C(OC([N:8]1[C@H:12]([CH2:13][N:14]([C:24]([O:26][CH2:27][C:28]2[CH:33]=[CH:32][CH:31]=[CH:30][CH:29]=2)=[O:25])[CH2:15][CH2:16][C:17](OC(C)(C)C)=[O:18])[CH2:11][CH2:10][C@@H:9]1[CH2:34][CH:35]=[CH2:36])=O)(C)(C)C.CN1CCOCC1.F[P-](F)(F)(F)(F)F.N1(OC(N(C)C)=[N+](C)C)C2N=CC=CC=2N=N1. (3) Given the product [CH2:1]([O:3][C:4]([C:6]1([C:9]2[CH:10]=[CH:11][C:12]([C:15]3[CH:20]=[CH:19][C:18]([C:21]4[S:22][C:23]([F:29])=[CH:24][C:25]=4[NH:32][C:35]([O:62][C@@H:60]([C:54]4[CH:59]=[CH:58][CH:57]=[CH:56][CH:55]=4)[CH3:61])=[O:44])=[CH:17][CH:16]=3)=[CH:13][CH:14]=2)[CH2:7][CH2:8]1)=[O:5])[CH3:2], predict the reactants needed to synthesize it. The reactants are: [CH2:1]([O:3][C:4]([C:6]1([C:9]2[CH:14]=[CH:13][C:12]([C:15]3[CH:20]=[CH:19][C:18]([C:21]4[S:22][C:23]([F:29])=[CH:24][C:25]=4C(O)=O)=[CH:17][CH:16]=3)=[CH:11][CH:10]=2)[CH2:8][CH2:7]1)=[O:5])[CH3:2].C([N:32]([CH2:35]C)CC)C.C1(P(N=[N+]=[N-])(C2C=CC=CC=2)=[O:44])C=CC=CC=1.[C:54]1([C@H:60]([OH:62])[CH3:61])[CH:59]=[CH:58][CH:57]=[CH:56][CH:55]=1. (4) Given the product [N:16]1([C:14]([C:3]2[CH:2]=[CH:1][C:13]3[N:12]([CH2:24][C:25]4[CH:26]=[N:27][CH:28]=[CH:29][CH:30]=4)[C:11]4[C:6]([C:5]=3[CH:4]=2)=[CH:7][CH:8]=[CH:9][CH:10]=4)=[O:15])[CH2:17][CH2:18][CH2:19][CH2:20][CH2:21]1, predict the reactants needed to synthesize it. The reactants are: [CH:1]1[C:13]2[NH:12][C:11]3[C:6](=[CH:7][CH:8]=[CH:9][CH:10]=3)[C:5]=2[CH:4]=[C:3]([C:14]([N:16]2[CH2:21][CH2:20][CH2:19][CH2:18][CH2:17]2)=[O:15])[CH:2]=1.Br.Br[CH2:24][C:25]1[CH:26]=[N:27][CH:28]=[CH:29][CH:30]=1. (5) Given the product [CH:10]1[C:11]2[N:12]([CH2:14][CH2:15][C:16]3[CH:17]=[CH:18][C:19]4[N:20]([CH2:44][OH:45])[C:21]5[C:26]([C:27]=4[CH:28]=3)=[CH:25][C:24]([CH2:29][CH2:30][N:31]3[C:43]4[CH:42]=[CH:41][CH:40]=[CH:39][C:38]=4[C:37]4[C:32]3=[CH:33][CH:34]=[CH:35][CH:36]=4)=[CH:23][CH:22]=5)[C:13]3[C:5](=[CH:4][CH:3]=[CH:2][CH:1]=3)[C:6]=2[CH:7]=[CH:8][CH:9]=1, predict the reactants needed to synthesize it. The reactants are: [CH:1]1[C:13]2[N:12]([CH2:14][CH2:15][C:16]3[CH:17]=[CH:18][C:19]4[N:20]([CH:44]=[O:45])[C:21]5[C:26]([C:27]=4[CH:28]=3)=[CH:25][C:24]([CH2:29][CH2:30][N:31]3[C:43]4[CH:42]=[CH:41][CH:40]=[CH:39][C:38]=4[C:37]4[C:32]3=[CH:33][CH:34]=[CH:35][CH:36]=4)=[CH:23][CH:22]=5)[C:11]3[C:6](=[CH:7][CH:8]=[CH:9][CH:10]=3)[C:5]=2[CH:4]=[CH:3][CH:2]=1.[BH4-].[Na+]. (6) Given the product [CH3:15][O:14][C:10]1[C:9]([CH2:16][O:17][CH2:18][O:19][CH3:20])=[C:8]([C@@:3]([OH:5])([CH2:1][CH3:2])[CH2:4][CH2:6][OH:7])[CH:13]=[CH:12][N:11]=1, predict the reactants needed to synthesize it. The reactants are: [CH2:1]([C@:3]1([C:8]2[CH:13]=[CH:12][N:11]=[C:10]([O:14][CH3:15])[C:9]=2[CH2:16][O:17][CH2:18][O:19][CH3:20])[O:5][CH:4]1[CH2:6][OH:7])[CH3:2].[H-].[H-].[H-].[H-].[Li+].[Al+3]. (7) Given the product [CH2:9]([N:10]([CH2:11][CH3:6])[C:3](=[O:15])[CH2:4][CH2:5][C:6]1[CH:7]=[C:8]2[CH:14]=[CH:13][NH:12][C:9]2=[N:10][CH:11]=1)[CH3:8], predict the reactants needed to synthesize it. The reactants are: CO[C:3](=[O:15])[CH2:4][CH2:5][C:6]1[CH:7]=[C:8]2[CH:14]=[CH:13][NH:12][C:9]2=[N:10][CH:11]=1.[OH-].[Li+].Cl. (8) The reactants are: [NH:1]1[C:9]2[C:4](=[CH:5][C:6]([C:10]3[C:11]([C:28]([O:30][CH2:31][CH3:32])=[O:29])=[C:12]4[C:21]5[C:16](=[CH:17][C:18]([O:24][CH3:25])=[C:19]([O:22][CH3:23])[CH:20]=5)[CH2:15][CH2:14][N:13]4[C:26]=3[CH3:27])=[CH:7][CH:8]=2)[CH2:3][CH2:2]1.C(N(C(C)C)CC)(C)C.[C:42](Cl)(=[O:44])[CH3:43]. Given the product [C:42]([N:1]1[C:9]2[C:4](=[CH:5][C:6]([C:10]3[C:11]([C:28]([O:30][CH2:31][CH3:32])=[O:29])=[C:12]4[C:21]5[C:16](=[CH:17][C:18]([O:24][CH3:25])=[C:19]([O:22][CH3:23])[CH:20]=5)[CH2:15][CH2:14][N:13]4[C:26]=3[CH3:27])=[CH:7][CH:8]=2)[CH2:3][CH2:2]1)(=[O:44])[CH3:43], predict the reactants needed to synthesize it. (9) The reactants are: [CH2:1]([O:3][C:4](=[O:22])[C:5]([CH3:21])([O:7][C:8]1[CH:13]=[CH:12][C:11]([O:14][CH2:15][CH2:16][CH2:17][C:18]#[CH:19])=[CH:10][C:9]=1[CH3:20])[CH3:6])[CH3:2].Br[C:24]1[CH:29]=[CH:28][C:27]([C:30]([F:33])([F:32])[F:31])=[CH:26][N:25]=1.CCN(CC)CC. Given the product [CH2:1]([O:3][C:4](=[O:22])[C:5]([CH3:21])([O:7][C:8]1[CH:13]=[CH:12][C:11]([O:14][CH2:15][CH2:16][CH2:17][C:18]#[C:19][C:24]2[CH:29]=[CH:28][C:27]([C:30]([F:33])([F:32])[F:31])=[CH:26][N:25]=2)=[CH:10][C:9]=1[CH3:20])[CH3:6])[CH3:2], predict the reactants needed to synthesize it. (10) Given the product [CH3:30][O:29][C:26]1[CH:25]=[CH:24][C:23]([CH:2]([O:1][C:36]2[CH:37]=[CH:38][C:33]([C:32]([F:41])([F:40])[F:31])=[CH:34][CH:35]=2)[CH2:3][CH2:4][N:5]2[CH2:10][CH2:9][CH:8]([C:11]3[CH:12]=[C:13]([NH:17][C:18](=[O:22])[CH:19]([CH3:21])[CH3:20])[CH:14]=[CH:15][CH:16]=3)[CH2:7][CH2:6]2)=[CH:28][CH:27]=1, predict the reactants needed to synthesize it. The reactants are: [OH:1][CH:2]([C:23]1[CH:28]=[CH:27][C:26]([O:29][CH3:30])=[CH:25][CH:24]=1)[CH2:3][CH2:4][N:5]1[CH2:10][CH2:9][CH:8]([C:11]2[CH:12]=[C:13]([NH:17][C:18](=[O:22])[CH:19]([CH3:21])[CH3:20])[CH:14]=[CH:15][CH:16]=2)[CH2:7][CH2:6]1.[F:31][C:32]([F:41])([F:40])[C:33]1[CH:38]=[CH:37][C:36](O)=[CH:35][CH:34]=1.